Dataset: Forward reaction prediction with 1.9M reactions from USPTO patents (1976-2016). Task: Predict the product of the given reaction. Given the reactants [Br:1][C:2]1[CH:9]=[C:8](F)[CH:7]=[CH:6][C:3]=1[CH:4]=[O:5].[OH:11][C:12]1[CH:22]=[CH:21][C:15]([C:16]([O:18][CH2:19][CH3:20])=[O:17])=[CH:14][CH:13]=1.CN(C=O)C.C(=O)([O-])[O-].[K+].[K+], predict the reaction product. The product is: [Br:1][C:2]1[CH:9]=[C:8]([CH:7]=[CH:6][C:3]=1[CH:4]=[O:5])[O:11][C:12]1[CH:13]=[CH:14][C:15]([C:16]([O:18][CH2:19][CH3:20])=[O:17])=[CH:21][CH:22]=1.